Dataset: Catalyst prediction with 721,799 reactions and 888 catalyst types from USPTO. Task: Predict which catalyst facilitates the given reaction. (1) Reactant: CC1C=CC(S(O[CH2:12][CH2:13][C:14]2[CH:19]=[CH:18][CH:17]=[CH:16][C:15]=2[C:20]([CH3:23])([CH3:22])[CH3:21])(=O)=O)=CC=1.[C:24]1([C:30]([C:38]2[CH:43]=[CH:42][CH:41]=[CH:40][CH:39]=2)([CH:32]2[CH2:37][CH2:36][NH:35][CH2:34][CH2:33]2)[OH:31])[CH:29]=[CH:28][CH:27]=[CH:26][CH:25]=1.C(#N)C. Product: [C:20]([C:15]1[CH:16]=[CH:17][CH:18]=[CH:19][C:14]=1[CH2:13][CH2:12][N:35]1[CH2:34][CH2:33][CH:32]([C:30]([C:38]2[CH:43]=[CH:42][CH:41]=[CH:40][CH:39]=2)([C:24]2[CH:25]=[CH:26][CH:27]=[CH:28][CH:29]=2)[OH:31])[CH2:37][CH2:36]1)([CH3:21])([CH3:22])[CH3:23]. The catalyst class is: 6. (2) Reactant: [OH:1][C:2]([C:4]([F:7])([F:6])[F:5])=[O:3].[F:8][CH:9]([F:38])[CH2:10][NH:11][C:12]1[N:13]=[C:14]2[CH2:36][CH:35]([CH3:37])[NH:34][CH2:33][C:15]2=[N:16][C:17]=1[N:18]1[CH2:23][CH2:22][CH:21]([O:24][C:25]2[CH:30]=[CH:29][C:28]([F:31])=[CH:27][C:26]=2[F:32])[CH2:20][CH2:19]1.C=O.CCN(C(C)C)C(C)C.C(O[BH-](OC(=O)C)OC(=O)C)(=O)C.[Na+]. Product: [F:38][CH:9]([F:8])[CH2:10][NH:11][C:12]1[N:13]=[C:14]2[CH2:36][CH:35]([CH3:37])[N:34]([CH3:2])[CH2:33][C:15]2=[N:16][C:17]=1[N:18]1[CH2:19][CH2:20][CH:21]([O:24][C:25]2[CH:30]=[CH:29][C:28]([F:31])=[CH:27][C:26]=2[F:32])[CH2:22][CH2:23]1.[C:2]([OH:3])([C:4]([F:7])([F:6])[F:5])=[O:1]. The catalyst class is: 59. (3) The catalyst class is: 111. Reactant: C([O:4][CH2:5][CH2:6][CH2:7][S:8]([NH:11][C:12]([C:14]1[CH:19]=[CH:18][C:17]([C:20]2[CH:25]=[CH:24][C:23]([CH2:26][CH2:27][CH2:28][N:29]([C:39]([O:41][C:42]([CH3:45])([CH3:44])[CH3:43])=[O:40])[CH2:30][C@H:31]([OH:38])[C:32]3[CH:33]=[N:34][CH:35]=[CH:36][CH:37]=3)=[CH:22][CH:21]=2)=[CH:16][C:15]=1[O:46][CH:47]([CH3:49])[CH3:48])=[O:13])(=[O:10])=[O:9])(=O)C.[OH-].[Na+]. Product: [OH:4][CH2:5][CH2:6][CH2:7][S:8]([NH:11][C:12]([C:14]1[CH:19]=[CH:18][C:17]([C:20]2[CH:21]=[CH:22][C:23]([CH2:26][CH2:27][CH2:28][N:29]([CH2:30][C@H:31]([OH:38])[C:32]3[CH:33]=[N:34][CH:35]=[CH:36][CH:37]=3)[C:39](=[O:40])[O:41][C:42]([CH3:45])([CH3:44])[CH3:43])=[CH:24][CH:25]=2)=[CH:16][C:15]=1[O:46][CH:47]([CH3:49])[CH3:48])=[O:13])(=[O:10])=[O:9]. (4) Reactant: [OH:1][C:2]1[CH:3]=[CH:4][C:5]2[CH2:11][CH2:10][NH:9][C:8](=[O:12])[NH:7][C:6]=2[CH:13]=1.Br[CH:15]([Cl:19])[CH2:16][CH2:17][CH3:18].C(=O)([O-])[O-].[Cs+].[Cs+]. Product: [Cl:19][CH2:15][CH2:16][CH2:17][CH2:18][O:1][C:2]1[CH:3]=[CH:4][C:5]2[CH2:11][CH2:10][NH:9][C:8](=[O:12])[NH:7][C:6]=2[CH:13]=1. The catalyst class is: 8. (5) Product: [Br:13][C:14]1[CH:22]=[CH:21][C:17]([C:18]([O:20][CH3:2])=[O:19])=[C:16]([N+:23]([O-:25])=[O:24])[CH:15]=1. Reactant: N[C:2]1C=C(Br)C=CC=1C(OC)=O.[Br:13][C:14]1[CH:22]=[CH:21][C:17]([C:18]([OH:20])=[O:19])=[C:16]([N+:23]([O-:25])=[O:24])[CH:15]=1.N1(C2CCCCCCCCCC2)CCCNCCCCCC1.O. The catalyst class is: 3. (6) Reactant: [CH2:1]([N:8]1[C:16]2[C:11](=[C:12]([C:17]3[CH:26]=[CH:25][C:20]([O:21][CH2:22][C:23]#[N:24])=[CH:19][CH:18]=3)[CH:13]=[CH:14][CH:15]=2)[C:10]([CH3:27])=[C:9]1[C:28]1[CH:33]=[CH:32][CH:31]=[CH:30][CH:29]=1)[C:2]1[CH:7]=[CH:6][CH:5]=[CH:4][CH:3]=1.[N-:34]=[N+:35]=[N-:36].[Na+].[NH4+].[Cl-]. Product: [CH2:1]([N:8]1[C:16]2[C:11](=[C:12]([C:17]3[CH:26]=[CH:25][C:20]([O:21][CH2:22][C:23]4[NH:36][N:35]=[N:34][N:24]=4)=[CH:19][CH:18]=3)[CH:13]=[CH:14][CH:15]=2)[C:10]([CH3:27])=[C:9]1[C:28]1[CH:33]=[CH:32][CH:31]=[CH:30][CH:29]=1)[C:2]1[CH:3]=[CH:4][CH:5]=[CH:6][CH:7]=1. The catalyst class is: 3. (7) Reactant: [Cl:1][C:2]1[CH:27]=[N:26][CH:25]=[CH:24][C:3]=1[C:4]([NH:6][NH:7][C:8](=O)[C:9]([CH3:22])([O:11][C:12]1[CH:17]=[CH:16][C:15]([C:18]([F:21])([F:20])[F:19])=[CH:14][CH:13]=1)[CH3:10])=[O:5].N1C=CC=CC=1.FC(F)(F)S(OS(C(F)(F)F)(=O)=O)(=O)=O. Product: [Cl:1][C:2]1[CH:27]=[N:26][CH:25]=[CH:24][C:3]=1[C:4]1[O:5][C:8]([C:9]([CH3:22])([O:11][C:12]2[CH:13]=[CH:14][C:15]([C:18]([F:20])([F:21])[F:19])=[CH:16][CH:17]=2)[CH3:10])=[N:7][N:6]=1. The catalyst class is: 503.